This data is from Forward reaction prediction with 1.9M reactions from USPTO patents (1976-2016). The task is: Predict the product of the given reaction. (1) Given the reactants C1CCCCC=1.C([N:14]1[CH2:19][CH2:18][N:17]([CH:20]([CH3:23])[CH2:21][OH:22])[CH2:16][CH2:15]1)C1C=CC=CC=1, predict the reaction product. The product is: [N:17]1([CH:20]([CH3:23])[CH2:21][OH:22])[CH2:18][CH2:19][NH:14][CH2:15][CH2:16]1. (2) Given the reactants [CH:1]1([CH2:4][N:5]2[CH:9]=[C:8]([N+:10]([O-])=O)[CH:7]=[N:6]2)[CH2:3][CH2:2]1, predict the reaction product. The product is: [CH:1]1([CH2:4][N:5]2[CH:9]=[C:8]([NH2:10])[CH:7]=[N:6]2)[CH2:3][CH2:2]1. (3) Given the reactants [CH3:1][N:2]1[C:10]2[C:5](=[CH:6][CH:7]=[CH:8][CH:9]=2)[CH:4]=[C:3]1B(O)O.I[C:15]1[CH:20]=[CH:19][C:18]([CH2:21][C:22]([NH:24][C@@H:25]([C:27]2[CH:32]=[CH:31][C:30]([O:33][CH2:34][C:35]([F:38])([F:37])[F:36])=[CH:29][N:28]=2)[CH3:26])=[O:23])=[CH:17][CH:16]=1.ON1C2N=CC=CC=2N=N1.[O-]P([O-])([O-])=O.[K+].[K+].[K+], predict the reaction product. The product is: [CH3:1][N:2]1[C:10]2[C:5](=[CH:6][CH:7]=[CH:8][CH:9]=2)[CH:4]=[C:3]1[C:15]1[CH:16]=[CH:17][C:18]([CH2:21][C:22]([NH:24][C@@H:25]([C:27]2[CH:32]=[CH:31][C:30]([O:33][CH2:34][C:35]([F:38])([F:36])[F:37])=[CH:29][N:28]=2)[CH3:26])=[O:23])=[CH:19][CH:20]=1. (4) Given the reactants [CH:1]1([CH2:6][CH:7]([C:17]2[NH:25][C:20]3=[N:21][CH:22]=[CH:23][CH:24]=[C:19]3[CH:18]=2)[C:8]2[CH:13]=[CH:12][C:11]([S:14]([CH3:16])=[O:15])=[CH:10][CH:9]=2)[CH2:5][CH2:4][CH2:3][CH2:2]1.C1(C=C(C2NC3=NC=CC=C3C=2)C2C=CC(S(C)=[O:40])=CC=2)CCCC1.[Mn]([O-])(=O)(=O)=O.[K+], predict the reaction product. The product is: [CH:1]1([CH2:6][CH:7]([C:17]2[NH:25][C:20]3=[N:21][CH:22]=[CH:23][CH:24]=[C:19]3[CH:18]=2)[C:8]2[CH:9]=[CH:10][C:11]([S:14]([CH3:16])(=[O:40])=[O:15])=[CH:12][CH:13]=2)[CH2:5][CH2:4][CH2:3][CH2:2]1. (5) Given the reactants [Cl:1][C:2]1[CH:7]=[C:6]([C:8]#[N:9])[CH:5]=[CH:4][C:3]=1[C:10](=[O:36])[CH2:11][C:12]([C:14]1[C:15](O)=[C:16]([CH:24]2[CH2:28][CH2:27][N:26]([CH3:29])[CH:25]2[CH2:30][O:31]C(=O)C)[C:17]([O:22][CH3:23])=[CH:18][C:19]=1[O:20][CH3:21])=[O:13].C([O-])(O)=O.[Na+], predict the reaction product. The product is: [Cl:1][C:2]1[CH:7]=[C:6]([C:8]#[N:9])[CH:5]=[CH:4][C:3]=1[C:10]1[O:36][C:15]2[C:14]([C:12](=[O:13])[CH:11]=1)=[C:19]([O:20][CH3:21])[CH:18]=[C:17]([O:22][CH3:23])[C:16]=2[C@@H:24]1[CH2:28][CH2:27][N:26]([CH3:29])[C@H:25]1[CH2:30][OH:31]. (6) Given the reactants Cl[CH2:2][C:3]1[C:4](=[O:13])[O:5][C:6]2[C:11]([CH:12]=1)=[CH:10][CH:9]=[CH:8][CH:7]=2.C(=O)([O-])[O-].[K+].[K+].C1OCCOCCOCCOCCOCCOC1.[OH:38][CH2:39][CH2:40][C:41](=[O:43])[CH3:42], predict the reaction product. The product is: [O:43]=[C:41]([CH3:42])[CH2:40][CH2:39][O:38][CH2:2][C:3]1[C:4](=[O:13])[O:5][C:6]2[C:11]([CH:12]=1)=[CH:10][CH:9]=[CH:8][CH:7]=2. (7) Given the reactants [CH2:1]([C:5]12[CH2:22][C:21](=[O:23])[C:20]([CH3:24])=[C:6]1[C:7]1[C:12]([CH2:13][CH2:14]2)=[C:11]([CH3:15])[C:10]([O:16]COC)=[CH:9][CH:8]=1)[CH2:2][CH2:3][CH3:4].Cl, predict the reaction product. The product is: [CH2:1]([C:5]12[CH2:22][C:21](=[O:23])[C:20]([CH3:24])=[C:6]1[C:7]1[C:12]([CH2:13][CH2:14]2)=[C:11]([CH3:15])[C:10]([OH:16])=[CH:9][CH:8]=1)[CH2:2][CH2:3][CH3:4]. (8) Given the reactants [NH2:1][C:2]1[CH:7]=[CH:6][N:5]=[C:4]([Cl:8])[CH:3]=1.ClCCl.[C:12]([NH:19][C:20](=[N:23][C:24]([O:26][C:27]([CH3:30])([CH3:29])[CH3:28])=[O:25])SC)([O:14][C:15]([CH3:18])([CH3:17])[CH3:16])=[O:13], predict the reaction product. The product is: [Cl:8][C:4]1[CH:3]=[C:2]([NH:1]/[C:20](/[NH:23][C:24](=[O:25])[O:26][C:27]([CH3:30])([CH3:29])[CH3:28])=[N:19]/[C:12](=[O:13])[O:14][C:15]([CH3:18])([CH3:17])[CH3:16])[CH:7]=[CH:6][N:5]=1. (9) The product is: [Cl:1][C:2]1[CH:3]=[CH:4][C:5]([N:8]2[C:9](=[O:27])[CH2:10][N:11]([C:50]([O:52][C:53]([CH3:54])([CH3:55])[CH3:56])=[O:51])[CH2:12][C@@H:13]2[CH2:14][OH:15])=[CH:6][CH:7]=1. Given the reactants [Cl:1][C:2]1[CH:7]=[CH:6][C:5]([N:8]2[C@@H:13]([CH2:14][OH:15])[CH2:12][N:11](CC3C=CC(OC)=CC=3OC)[CH2:10][C:9]2=[O:27])=[CH:4][CH:3]=1.FC(F)(F)C(O)=O.C(N(CC)CC)C.[C:50](O[C:50]([O:52][C:53]([CH3:56])([CH3:55])[CH3:54])=[O:51])([O:52][C:53]([CH3:56])([CH3:55])[CH3:54])=[O:51], predict the reaction product. (10) The product is: [CH3:31][O:32][C:2](=[O:3])[NH:1][CH2:22][CH:17]1[CH2:18][CH2:19][CH2:20][CH2:21][CH:15]([N:10]2[C:11]3[CH:12]=[CH:13][CH:14]=[C:5]([Cl:4])[C:6]=3[C:7]3=[N:29][O:28][C:27]([CH3:30])=[C:8]3[C:9]2=[O:26])[CH2:16]1. Given the reactants [N-:1]=[C:2]=[O:3].[Cl:4][C:5]1[C:6]2[C:7]3[C:8](=[C:27]([CH3:30])[O:28][N:29]=3)[C:9](=[O:26])[N:10]([CH:15]3[CH2:21][CH2:20][CH2:19][CH2:18][CH:17]([CH2:22]C(O)=O)[CH2:16]3)[C:11]=2[CH:12]=[CH:13][CH:14]=1.[CH3:31][OH:32], predict the reaction product.